Dataset: Full USPTO retrosynthesis dataset with 1.9M reactions from patents (1976-2016). Task: Predict the reactants needed to synthesize the given product. (1) The reactants are: [Cl:1][C:2]1[C:10]2[C:5](=[CH:6][C:7]([S:11]([N:14]3[CH2:19][C:18](=[O:20])[N:17]([CH2:21][CH:22]4[CH2:27][CH2:26][N:25]([C:28]5[CH:33]=[CH:32][C:31](=[O:34])[N:30]([CH3:35])[N:29]=5)[CH2:24][CH2:23]4)[CH:16]([C:36](O)=[O:37])[CH2:15]3)(=[O:13])=[O:12])=[CH:8][CH:9]=2)[NH:4][CH:3]=1.[CH2:39]([N:41](CC)CC)[CH3:40].Cl.C(N)C.F[P-](F)(F)(F)(F)F.N1C2C=CC=C(O[P+](N3CCCC3)(N3CCCC3)N3CCCC3)C=2N=N1.F[P-](F)(F)(F)(F)F.N1(O[P+](N2CCCC2)(N2CCCC2)N2CCCC2)C2C=CC=CC=2N=N1. Given the product [CH2:39]([NH:41][C:36]([CH:16]1[CH2:15][N:14]([S:11]([C:7]2[CH:6]=[C:5]3[C:10]([C:2]([Cl:1])=[CH:3][NH:4]3)=[CH:9][CH:8]=2)(=[O:12])=[O:13])[CH2:19][C:18](=[O:20])[N:17]1[CH2:21][CH:22]1[CH2:27][CH2:26][N:25]([C:28]2[CH:33]=[CH:32][C:31](=[O:34])[N:30]([CH3:35])[N:29]=2)[CH2:24][CH2:23]1)=[O:37])[CH3:40], predict the reactants needed to synthesize it. (2) Given the product [F:47][C:28]1[CH:27]=[C:26]([O:25][C:23]2[CH:22]=[CH:21][N:20]=[C:19]([NH:9][C:8]([N:59]3[CH2:58][CH2:57][CH:56]([N:53]4[CH2:52][CH2:51][N:50]([CH3:49])[CH2:55][CH2:54]4)[CH2:61][CH2:60]3)=[O:7])[CH:24]=2)[CH:31]=[CH:30][C:29]=1[NH:32][C:33]([C:35]1([C:38]([NH:39][C:40]2[CH:41]=[CH:42][CH:43]=[CH:44][CH:45]=2)=[O:46])[CH2:37][CH2:36]1)=[O:34], predict the reactants needed to synthesize it. The reactants are: C1([O:7][C:8](=O)[N:9]([C:19]2[CH:24]=[C:23]([O:25][C:26]3[CH:31]=[CH:30][C:29]([NH:32][C:33]([C:35]4([C:38](=[O:46])[NH:39][C:40]5[CH:45]=[CH:44][CH:43]=[CH:42][CH:41]=5)[CH2:37][CH2:36]4)=[O:34])=[C:28]([F:47])[CH:27]=3)[CH:22]=[CH:21][N:20]=2)C(OC2C=CC=CC=2)=O)C=CC=CC=1.[CH3:49][N:50]1[CH2:55][CH2:54][N:53]([CH:56]2[CH2:61][CH2:60][NH:59][CH2:58][CH2:57]2)[CH2:52][CH2:51]1. (3) Given the product [Br:13][CH2:12][C:1]1[CH:6]=[CH:5][CH:4]=[CH:3][C:2]=1[C:7]1[N:8]=[N:9][S:10][CH:11]=1, predict the reactants needed to synthesize it. The reactants are: [C:1]1([CH3:12])[CH:6]=[CH:5][CH:4]=[CH:3][C:2]=1[C:7]1[N:8]=[N:9][S:10][CH:11]=1.[Br:13]N1C(=O)CCC1=O.N(C(C)(C)C#N)=NC(C)(C)C#N. (4) Given the product [Br:1][C:2]1[CH:3]=[C:4]2[C:8](=[CH:9][CH:10]=1)[NH:7][CH:6]=[C:5]2[C:11]([NH2:12])=[O:14], predict the reactants needed to synthesize it. The reactants are: [Br:1][C:2]1[CH:3]=[C:4]2[C:8](=[CH:9][CH:10]=1)[NH:7][CH:6]=[C:5]2[C:11]#[N:12].C(O)(C(F)(F)F)=[O:14]. (5) Given the product [CH3:15][O:14][C:13]1[CH:12]=[C:11]2[C:7](=[CH:6][C:5]=1[O:4][CH3:3])[C:8]([CH3:18])([CH3:17])[CH:9]=[CH:10]2, predict the reactants needed to synthesize it. The reactants are: [BH4-].[Na+].[CH3:3][O:4][C:5]1[CH:6]=[C:7]2[C:11](=[CH:12][C:13]=1[O:14][CH3:15])[C:10](=O)[CH2:9][C:8]2([CH3:18])[CH3:17].O.C1(C)C=CC(S(O)(=O)=O)=CC=1.